From a dataset of Forward reaction prediction with 1.9M reactions from USPTO patents (1976-2016). Predict the product of the given reaction. (1) Given the reactants [CH3:1][O:2][C:3]1[CH:8]=[CH:7][C:6]([N+:9]([O-:11])=[O:10])=[CH:5][C:4]=1[OH:12].C([O-])([O-])=O.[K+].[K+].[CH2:19](Br)[CH3:20], predict the reaction product. The product is: [CH2:19]([O:12][C:4]1[CH:5]=[C:6]([N+:9]([O-:11])=[O:10])[CH:7]=[CH:8][C:3]=1[O:2][CH3:1])[CH3:20]. (2) Given the reactants [NH:1]([CH2:8][CH2:9][C@@H:10]1[CH2:15][N:14]([C:16]([O:18][CH2:19][C:20]2[CH:25]=[CH:24][CH:23]=[CH:22][CH:21]=2)=[O:17])[CH2:13][CH2:12][N:11]1C(OC(C)(C)C)=O)[C:2]1[CH:7]=[CH:6][CH:5]=[CH:4][CH:3]=1.C(OCC)(=O)C.Cl, predict the reaction product. The product is: [NH:1]([CH2:8][CH2:9][C@H:10]1[NH:11][CH2:12][CH2:13][N:14]([C:16]([O:18][CH2:19][C:20]2[CH:21]=[CH:22][CH:23]=[CH:24][CH:25]=2)=[O:17])[CH2:15]1)[C:2]1[CH:3]=[CH:4][CH:5]=[CH:6][CH:7]=1.